Task: Predict the reaction yield, written as a fraction of the theoretical maximum amount of product (1.0 means a 100% yield; for example, 0.34 means a 34% yield).. Dataset: Reaction yield outcomes from USPTO patents with 853,638 reactions (1) No catalyst specified. The product is [Cl:22][C:16]1[CH:17]=[C:18]([Cl:21])[CH:19]=[CH:20][C:15]=1[C:13]1[N:14]=[C:10](/[CH:9]=[CH:8]/[C:5]2[CH:6]=[CH:7][C:2]([C:30]3[CH:31]=[CH:32][C:27]([O:26][CH3:25])=[CH:28][CH:29]=3)=[CH:3][CH:4]=2)[N:11]([CH2:23][CH3:24])[CH:12]=1. The reactants are Br[C:2]1[CH:7]=[CH:6][C:5](/[CH:8]=[CH:9]/[C:10]2[N:11]([CH2:23][CH3:24])[CH:12]=[C:13]([C:15]3[CH:20]=[CH:19][C:18]([Cl:21])=[CH:17][C:16]=3[Cl:22])[N:14]=2)=[CH:4][CH:3]=1.[CH3:25][O:26][C:27]1[CH:32]=[CH:31][C:30](B(O)O)=[CH:29][CH:28]=1. The yield is 0.660. (2) The reactants are N(C(OCC)=O)=NC(OCC)=O.[Cl:13][C:14]1[CH:33]=[CH:32][C:17]([NH:18][C:19]2[C:28]3[C:23](=[CH:24][C:25]([OH:31])=[C:26]([O:29][CH3:30])[CH:27]=3)[N:22]=[CH:21][N:20]=2)=[C:16]([F:34])[CH:15]=1.[S:35]1[CH:39]=[CH:38][C:37]([CH2:40]O)=[CH:36]1.C1(P(C2C=CC=CC=2)C2C=CC=CC=2)C=CC=CC=1. The catalyst is C(Cl)Cl. The product is [ClH:13].[Cl:13][C:14]1[CH:33]=[CH:32][C:17]([NH:18][C:19]2[C:28]3[C:23](=[CH:24][C:25]([O:31][CH2:40][C:37]4[CH:38]=[CH:39][S:35][CH:36]=4)=[C:26]([O:29][CH3:30])[CH:27]=3)[N:22]=[CH:21][N:20]=2)=[C:16]([F:34])[CH:15]=1. The yield is 0.200. (3) The reactants are [CH:1]([C:3]1[CH:4]=[N:5][N:6]([CH2:18][CH3:19])[C:7]=1[C:8]1[CH:9]=[C:10]([C:13]([O:15][CH2:16]C)=[O:14])[S:11][CH:12]=1)=[CH2:2]. The catalyst is CCO.[Pd]. The product is [CH2:18]([N:6]1[C:7]([C:8]2[CH:9]=[C:10]([C:13]([O:15][CH3:16])=[O:14])[S:11][CH:12]=2)=[C:3]([CH2:1][CH3:2])[CH:4]=[N:5]1)[CH3:19]. The yield is 0.940. (4) The reactants are [CH2:1]1[C:7]2[CH:8]=[CH:9][C:10]([NH:12][C:13](=[O:22])[O:14][CH2:15][C:16]3[CH:21]=[CH:20][CH:19]=[CH:18][CH:17]=3)=[CH:11][C:6]=2[CH2:5][CH2:4][CH2:3][NH:2]1.C(O[C:26]1(O[Si](C)(C)C)[CH2:28][CH2:27]1)C.C(O)(=O)C.C([BH3-])#N.[Na+]. The catalyst is CO. The product is [CH:26]1([N:2]2[CH2:3][CH2:4][CH2:5][C:6]3[CH:11]=[C:10]([NH:12][C:13](=[O:22])[O:14][CH2:15][C:16]4[CH:17]=[CH:18][CH:19]=[CH:20][CH:21]=4)[CH:9]=[CH:8][C:7]=3[CH2:1]2)[CH2:28][CH2:27]1. The yield is 0.440. (5) The reactants are [N:1]12[CH2:8][CH2:7][CH:4]([CH2:5][CH2:6]1)[CH:3]([OH:9])[CH2:2]2.[H-].[Na+].[Br:12][C:13]1[CH:14]=[C:15]([N:19]=[C:20]=[O:21])[CH:16]=[CH:17][CH:18]=1. The catalyst is C1COCC1. The product is [Br:12][C:13]1[CH:14]=[C:15]([NH:19][C:20](=[O:21])[O:9][CH:3]2[CH:4]3[CH2:7][CH2:8][N:1]([CH2:6][CH2:5]3)[CH2:2]2)[CH:16]=[CH:17][CH:18]=1. The yield is 0.430. (6) The reactants are [Cl-].O[NH3+:3].[C:4](=[O:7])([O-])[OH:5].[Na+].CS(C)=O.[C:13]([O:17][C:18]1[CH:23]=[CH:22][C:21]([N:24]2[C:29](=[O:30])[C:28]([CH2:31][C:32]3[CH:37]=[CH:36][C:35]([C:38]4[C:39]([C:44]#[N:45])=[CH:40][CH:41]=[CH:42][CH:43]=4)=[CH:34][CH:33]=3)=[C:27]([CH2:46][CH2:47][CH3:48])[N:26]=[C:25]2[CH2:49][CH3:50])=[CH:20][CH:19]=1)([CH3:16])([CH3:15])[CH3:14]. The catalyst is O. The product is [C:13]([O:17][C:18]1[CH:19]=[CH:20][C:21]([N:24]2[C:29](=[O:30])[C:28]([CH2:31][C:32]3[CH:33]=[CH:34][C:35]([C:38]4[CH:43]=[CH:42][CH:41]=[CH:40][C:39]=4[C:44]4[NH:3][C:4](=[O:7])[O:5][N:45]=4)=[CH:36][CH:37]=3)=[C:27]([CH2:46][CH2:47][CH3:48])[N:26]=[C:25]2[CH2:49][CH3:50])=[CH:22][CH:23]=1)([CH3:16])([CH3:15])[CH3:14]. The yield is 0.540.